From a dataset of Reaction yield outcomes from USPTO patents with 853,638 reactions. Predict the reaction yield, written as a fraction of the theoretical maximum amount of product (1.0 means a 100% yield; for example, 0.34 means a 34% yield). (1) The reactants are [C:1]1(P(C2C=CC=CC=2)C2C=CC=CC=2)C=CC=CC=1.CCOC(/N=N/C(OCC)=O)=O.[Si:32]([O:39][CH2:40][CH:41](O)[CH2:42][C:43]1[CH:51]=[CH:50][C:49]2[CH2:48][CH2:47][CH2:46][C:45]=2[C:44]=1[OH:52])([C:35]([CH3:38])([CH3:37])[CH3:36])([CH3:34])[CH3:33]. No catalyst specified. The product is [C:35]([Si:32]([O:39][CH2:40][CH:41]1[O:52][C:44]2[C:45]3[C:49]([CH:50]=[CH:51][C:43]=2[CH2:42]1)=[CH:48][CH:47]=[CH:46][CH:1]=3)([CH3:33])[CH3:34])([CH3:38])([CH3:36])[CH3:37]. The yield is 0.440. (2) The yield is 0.990. The product is [NH2:16][C:5]1[CH:4]=[CH:3][C:2]([CH3:1])=[CH:7][C:6]=1[S:8]([CH2:11][C:12]([O:14][CH3:15])=[O:13])(=[O:10])=[O:9]. The catalyst is CO.[Pd]. The reactants are [CH3:1][C:2]1[CH:3]=[CH:4][C:5]([N+:16]([O-])=O)=[C:6]([S:8]([CH2:11][C:12]([O:14][CH3:15])=[O:13])(=[O:10])=[O:9])[CH:7]=1.[H][H].